From a dataset of Forward reaction prediction with 1.9M reactions from USPTO patents (1976-2016). Predict the product of the given reaction. (1) The product is: [NH2:7][C:8]1[C:9]([CH2:11][CH3:12])=[CH:10][C:2]([Br:1])=[CH:3][C:4]=1[C:5]([OH:14])=[O:15]. Given the reactants [Br:1][C:2]1[CH:3]=[C:4]2[C:8](=[C:9]([CH2:11][CH3:12])[CH:10]=1)[NH:7]C(=O)[C:5]2=[O:14].[OH:15]O, predict the reaction product. (2) The product is: [NH2:14][C:12]([C:7]1[CH:8]=[N:9][C:10]2[C:5]([C:6]=1[NH:16][C:17]1[CH:18]=[CH:19][C:20]([OH:26])=[C:21]([CH:25]=1)[C:22]([OH:24])=[O:23])=[CH:4][CH:3]=[C:2]([Br:1])[CH:11]=2)=[O:13]. Given the reactants [Br:1][C:2]1[CH:11]=[C:10]2[C:5]([C:6](Cl)=[C:7]([C:12]([NH2:14])=[O:13])[CH:8]=[N:9]2)=[CH:4][CH:3]=1.[NH2:16][C:17]1[CH:18]=[CH:19][C:20]([OH:26])=[C:21]([CH:25]=1)[C:22]([OH:24])=[O:23], predict the reaction product. (3) Given the reactants [F:1][C:2]([F:21])([C:14]1[N:19]=[CH:18][C:17]([F:20])=[CH:16][N:15]=1)[C:3]1[N:12]=[C:11](O)[C:10]2[C:5](=[CH:6][CH:7]=[CH:8][CH:9]=2)[N:4]=1.P(Cl)(Cl)(Cl)=O.[CH3:27][C:28]1[NH:32][N:31]=[C:30]([NH2:33])[CH:29]=1.CCN(C(C)C)C(C)C, predict the reaction product. The product is: [F:1][C:2]([F:21])([C:14]1[N:19]=[CH:18][C:17]([F:20])=[CH:16][N:15]=1)[C:3]1[N:12]=[C:11]([NH:33][C:30]2[CH:29]=[C:28]([CH3:27])[NH:32][N:31]=2)[C:10]2[C:5](=[CH:6][CH:7]=[CH:8][CH:9]=2)[N:4]=1. (4) Given the reactants [NH2:1][C:2]1[CH:3]=[CH:4][C:5]([F:16])=[C:6]([C@@:8]2([CH3:15])[NH:13][C:12](=[S:14])[CH2:11][O:10][CH2:9]2)[CH:7]=1.[Cl:17][C:18]1[C:19]([CH:26]=O)=[N:20][N:21]([CH:23]([F:25])[F:24])[CH:22]=1.[B][B][B][B][B][B][B][B][B][B], predict the reaction product. The product is: [Cl:17][C:18]1[C:19]([CH2:26][NH:1][C:2]2[CH:3]=[CH:4][C:5]([F:16])=[C:6]([C@@:8]3([CH3:15])[NH:13][C:12](=[S:14])[CH2:11][O:10][CH2:9]3)[CH:7]=2)=[N:20][N:21]([CH:23]([F:25])[F:24])[CH:22]=1. (5) Given the reactants [CH2:1]([O:8][C:9]1[CH:14]=[C:13]([O:15][CH2:16][C:17]2[CH:22]=[CH:21][CH:20]=[CH:19][CH:18]=2)[C:12]([CH:23]([CH3:25])[CH3:24])=[CH:11][C:10]=1[C:26]1[O:30][N:29]=[C:28]([C:31]([NH:33][CH2:34][CH3:35])=[O:32])[C:27]=1[C:36]#[N:37])[C:2]1[CH:7]=[CH:6][CH:5]=[CH:4][CH:3]=1.[N-:38]=[N+:39]=[N-:40].[Na+], predict the reaction product. The product is: [CH2:1]([O:8][C:9]1[CH:14]=[C:13]([O:15][CH2:16][C:17]2[CH:22]=[CH:21][CH:20]=[CH:19][CH:18]=2)[C:12]([CH:23]([CH3:24])[CH3:25])=[CH:11][C:10]=1[C:26]1[O:30][N:29]=[C:28]([C:31]([NH:33][CH2:34][CH3:35])=[O:32])[C:27]=1[C:36]1[NH:40][N:39]=[N:38][N:37]=1)[C:2]1[CH:3]=[CH:4][CH:5]=[CH:6][CH:7]=1. (6) Given the reactants [OH:1]/[N:2]=[CH:3]/[C:4]1[C:12]2[N:8]([CH:9]=[CH:10][CH:11]=2)[C:7]([C:13]([O:15][CH2:16][CH3:17])=[O:14])=[CH:6][CH:5]=1.C(O)(=O)C.C(O)(=O)C.IC1C=CC=CC=1.C(OI(C1C=CC=CC=1)OC(=O)C)(=O)C.[Cl:48][C:49]1[CH:54]=[C:53]([C:55]([C:57]([F:60])([F:59])[F:58])=[CH2:56])[CH:52]=[C:51]([Cl:61])[CH:50]=1, predict the reaction product. The product is: [Cl:48][C:49]1[CH:54]=[C:53]([C:55]2([C:57]([F:60])([F:58])[F:59])[O:1][N:2]=[C:3]([C:4]3[C:12]4[N:8]([CH:9]=[CH:10][CH:11]=4)[C:7]([C:13]([O:15][CH2:16][CH3:17])=[O:14])=[CH:6][CH:5]=3)[CH2:56]2)[CH:52]=[C:51]([Cl:61])[CH:50]=1.